Dataset: Forward reaction prediction with 1.9M reactions from USPTO patents (1976-2016). Task: Predict the product of the given reaction. (1) Given the reactants [Cl:1][C:2]1[CH:17]=[CH:16][C:5]2[NH:6][C:7]3[CH:15]=[CH:14][CH:13]=[CH:12][C:8]=3[C:9](=O)[NH:10][C:4]=2[CH:3]=1.O=P(Cl)(Cl)[Cl:20].C([O-])([O-])=O.[Na+].[Na+], predict the reaction product. The product is: [Cl:1][C:2]1[CH:17]=[CH:16][C:5]2[NH:6][C:7]3[CH:15]=[CH:14][CH:13]=[CH:12][C:8]=3[C:9]([Cl:20])=[N:10][C:4]=2[CH:3]=1. (2) Given the reactants [Cl:1][C:2]1[CH:8]=[CH:7][C:5]([NH2:6])=[CH:4][C:3]=1[C:9]1[CH:14]=[CH:13][CH:12]=[CH:11][N:10]=1.[CH3:15][C:16]1[CH:24]=[C:23]([CH2:25][S:26]([CH3:29])(=[O:28])=[O:27])[CH:22]=[CH:21][C:17]=1[C:18](O)=[O:19], predict the reaction product. The product is: [Cl:1][C:2]1[CH:8]=[CH:7][C:5]([NH:6][C:18](=[O:19])[C:17]2[CH:21]=[CH:22][C:23]([CH2:25][S:26]([CH3:29])(=[O:28])=[O:27])=[CH:24][C:16]=2[CH3:15])=[CH:4][C:3]=1[C:9]1[CH:14]=[CH:13][CH:12]=[CH:11][N:10]=1. (3) Given the reactants C(OC(=O)[NH:7][CH2:8][CH2:9][S:10][C:11]1[CH:12]=[C:13]([C:25]2[NH:26][CH:27]=[CH:28][CH:29]=2)[C:14]2[C:15](=[O:24])[NH:16][C:17]3[C:22]=2[C:21]=1[C:20]([F:23])=[CH:19][CH:18]=3)(C)(C)C.C1C=C(Cl)C=C(C(OO)=[O:39])C=1.C(OCC)(=O)C, predict the reaction product. The product is: [NH2:7][CH2:8][CH2:9][S:10]([C:11]1[CH:12]=[C:13]([C:25]2[NH:26][CH:27]=[CH:28][CH:29]=2)[C:14]2[C:15](=[O:24])[NH:16][C:17]3[C:22]=2[C:21]=1[C:20]([F:23])=[CH:19][CH:18]=3)=[O:39].